From a dataset of TCR-epitope binding with 47,182 pairs between 192 epitopes and 23,139 TCRs. Binary Classification. Given a T-cell receptor sequence (or CDR3 region) and an epitope sequence, predict whether binding occurs between them. The epitope is SEISMDNSPNL. The TCR CDR3 sequence is CASSQDRLADYNEQFF. Result: 1 (the TCR binds to the epitope).